This data is from Catalyst prediction with 721,799 reactions and 888 catalyst types from USPTO. The task is: Predict which catalyst facilitates the given reaction. (1) Reactant: [Br:1][C:2]1[CH:18]=[CH:17][C:5]2[C:6]3[N:7]([CH:11]=[C:12]([C:14]([NH2:16])=O)[N:13]=3)[CH2:8][CH2:9][O:10][C:4]=2[CH:3]=1.[CH3:19]OC(OC)N(C)C.COCCOC.Cl.[CH:34]([NH:37][NH2:38])([CH3:36])[CH3:35]. Product: [Br:1][C:2]1[CH:18]=[CH:17][C:5]2[C:6]3[N:7]([CH:11]=[C:12]([C:14]4[N:37]([CH:34]([CH3:36])[CH3:35])[N:38]=[CH:19][N:16]=4)[N:13]=3)[CH2:8][CH2:9][O:10][C:4]=2[CH:3]=1. The catalyst class is: 15. (2) Reactant: [F:1][C:2]1[CH:11]=[C:10]2[C:5]([CH:6]=[CH:7][C:8]([CH3:12])=[N:9]2)=[C:4]([N:13]2[CH2:18][CH2:17][NH:16][CH2:15][CH2:14]2)[CH:3]=1.Cl[CH2:20][C:21]([C:23]1[CH:24]=[CH:25][C:26]2[O:31][CH2:30][C:29](=[O:32])[NH:28][C:27]=2[CH:33]=1)=[O:22].C(N(CC)C(C)C)(C)C. Product: [F:1][C:2]1[CH:11]=[C:10]2[C:5]([CH:6]=[CH:7][C:8]([CH3:12])=[N:9]2)=[C:4]([N:13]2[CH2:14][CH2:15][N:16]([CH2:20][C:21]([C:23]3[CH:24]=[CH:25][C:26]4[O:31][CH2:30][C:29](=[O:32])[NH:28][C:27]=4[CH:33]=3)=[O:22])[CH2:17][CH2:18]2)[CH:3]=1. The catalyst class is: 10. (3) Reactant: [CH3:1][O:2][C:3]1[CH:4]=[C:5]([CH:10]=[CH:11][C:12]=1[N+:13]([O-])=O)[O:6][CH2:7][CH2:8][OH:9]. Product: [NH2:13][C:12]1[CH:11]=[CH:10][C:5]([O:6][CH2:7][CH2:8][OH:9])=[CH:4][C:3]=1[O:2][CH3:1]. The catalyst class is: 19. (4) Reactant: [C:1]1([S:7]([C:10]2[CH:15]=[CH:14][C:13]([OH:16])=[CH:12][CH:11]=2)(=[O:9])=[O:8])[CH:6]=[CH:5][CH:4]=[CH:3][CH:2]=1.[F:17][C:18]([F:31])([F:30])[S:19](O[S:19]([C:18]([F:31])([F:30])[F:17])(=[O:21])=[O:20])(=[O:21])=[O:20]. Product: [F:17][C:18]([F:31])([F:30])[S:19]([O:16][C:13]1[CH:12]=[CH:11][C:10]([S:7]([C:1]2[CH:6]=[CH:5][CH:4]=[CH:3][CH:2]=2)(=[O:8])=[O:9])=[CH:15][CH:14]=1)(=[O:21])=[O:20]. The catalyst class is: 17.